Dataset: Reaction yield outcomes from USPTO patents with 853,638 reactions. Task: Predict the reaction yield, written as a fraction of the theoretical maximum amount of product (1.0 means a 100% yield; for example, 0.34 means a 34% yield). (1) The reactants are [F:1][C:2]1[CH:3]=[C:4]([CH:40]=[CH:41][C:42]=1[N+:43]([O-])=O)[O:5][CH2:6][CH2:7][CH2:8][CH2:9][Si:10]([CH3:39])([CH3:38])[O:11][Si:12]([CH3:37])([CH3:36])[O:13][Si:14]([CH3:35])([CH3:34])[O:15][Si:16]([CH2:19][CH2:20][CH2:21][CH2:22][O:23][C:24]1[CH:29]=[CH:28][C:27]([N+:30]([O-])=O)=[C:26]([F:33])[CH:25]=1)([CH3:18])[CH3:17].[H][H]. The catalyst is [Pd]. The product is [NH2:30][C:27]1[CH:28]=[CH:29][C:24]([O:23][CH2:22][CH2:21][CH2:20][CH2:19][Si:16]([CH3:17])([CH3:18])[O:15][Si:14]([CH3:35])([CH3:34])[O:13][Si:12]([CH3:37])([CH3:36])[O:11][Si:10]([CH2:9][CH2:8][CH2:7][CH2:6][O:5][C:4]2[CH:40]=[CH:41][C:42]([NH2:43])=[C:2]([F:1])[CH:3]=2)([CH3:38])[CH3:39])=[CH:25][C:26]=1[F:33]. The yield is 0.990. (2) The reactants are [NH:1]1[C:5]2=[N:6][CH:7]=[CH:8][CH:9]=[C:4]2[C:3]([C:10]([C:12]2[CH:13]=[CH:14][C:15]([NH:18][CH2:19][C:20]3[CH:25]=[CH:24][C:23]([C:26]([F:29])([F:28])[F:27])=[CH:22][CH:21]=3)=[N:16][CH:17]=2)=[CH2:11])=[CH:2]1. The catalyst is O1CCCC1.CO. The product is [NH:1]1[C:5]2=[N:6][CH:7]=[CH:8][CH:9]=[C:4]2[C:3]([CH:10]([C:12]2[CH:13]=[CH:14][C:15]([NH:18][CH2:19][C:20]3[CH:21]=[CH:22][C:23]([C:26]([F:27])([F:29])[F:28])=[CH:24][CH:25]=3)=[N:16][CH:17]=2)[CH3:11])=[CH:2]1. The yield is 0.0500. (3) The reactants are [Br:1][C:2]1[CH:3]=[CH:4][C:5]([CH:8]=[N:9][OH:10])=[N:6][CH:7]=1.C1C(=O)N(Cl)C(=O)C1.[CH2:19]=[C:20]([CH2:23][OH:24])[CH2:21][OH:22].CCN(CC)CC. The catalyst is CN(C=O)C. The product is [Br:1][C:2]1[CH:3]=[CH:4][C:5]([C:8]2[C:20]([CH2:23][OH:24])([CH2:21][OH:22])[CH2:19][O:10][N:9]=2)=[N:6][CH:7]=1. The yield is 0.700. (4) The reactants are [C:1]([NH:9][C:10]1[CH:15]=[CH:14][C:13]([NH:16][C:17]2[CH:26]=[CH:25][N:24]=[C:23]3[C:18]=2[C:19]2[CH:31]=[CH:30][C:29]([C:32](O)=[O:33])=[CH:28][C:20]=2[C:21](=[O:27])[NH:22]3)=[CH:12][CH:11]=1)(=[O:8])[C:2]1[CH:7]=[CH:6][CH:5]=[CH:4][CH:3]=1.CCN(C(C)C)C(C)C.CN(C(ON1N=NC2C=CC=NC1=2)=[N+](C)C)C.F[P-](F)(F)(F)(F)F.[CH3:68][N:69]1[CH2:74][CH2:73][NH:72][CH2:71][CH2:70]1. The catalyst is CN(C=O)C. The product is [CH3:68][N:69]1[CH2:74][CH2:73][N:72]([C:32]([C:29]2[CH:30]=[CH:31][C:19]3[C:18]4[C:23](=[N:24][CH:25]=[CH:26][C:17]=4[NH:16][C:13]4[CH:12]=[CH:11][C:10]([NH:9][C:1](=[O:8])[C:2]5[CH:3]=[CH:4][CH:5]=[CH:6][CH:7]=5)=[CH:15][CH:14]=4)[NH:22][C:21](=[O:27])[C:20]=3[CH:28]=2)=[O:33])[CH2:71][CH2:70]1. The yield is 0.630. (5) The reactants are [CH3:1][C:2]1([CH3:18])[CH2:16][C:6]2[N:7]=[C:8]([N:10]3[CH2:15][CH2:14][O:13][CH2:12][CH2:11]3)[S:9][C:5]=2[C:4](=[O:17])[CH2:3]1.[NH2:19]OS(O)(=O)=O. The catalyst is C(O)=O. The product is [CH3:1][C:2]1([CH3:18])[CH2:3][C:4](=[O:17])[NH:19][C:5]2[S:9][C:8]([N:10]3[CH2:15][CH2:14][O:13][CH2:12][CH2:11]3)=[N:7][C:6]=2[CH2:16]1. The yield is 0.220. (6) The reactants are [CH3:1][O:2][C:3]([CH2:5][CH2:6][CH2:7][CH2:8][C:9]1[CH:17]=[CH:16][C:12]([C:13]([OH:15])=O)=[CH:11][C:10]=1[CH3:18])=[O:4].[CH3:19][N:20]1[C:29]2[NH:28][C:27]3[CH:30]=[CH:31][CH:32]=[CH:33][C:26]=3[NH:25][CH2:24][C:23]=2[CH:22]=[N:21]1.C(N(CC)CC)C. The catalyst is CN(C1C=CN=CC=1)C.ClCCl. The product is [CH3:1][O:2][C:3](=[O:4])[CH2:5][CH2:6][CH2:7][CH2:8][C:9]1[CH:17]=[CH:16][C:12]([C:13]([N:25]2[CH2:24][C:23]3[CH:22]=[N:21][N:20]([CH3:19])[C:29]=3[NH:28][C:27]3[CH:30]=[CH:31][CH:32]=[CH:33][C:26]2=3)=[O:15])=[CH:11][C:10]=1[CH3:18]. The yield is 0.460. (7) The reactants are [Cl:1][C:2]1[CH:7]=[CH:6][C:5]([CH:8]2[CH2:14][CH2:13][NH:12][C:11](=[O:15])[C:10]3[S:16][C:17]([I:19])=[CH:18][C:9]2=3)=[CH:4][CH:3]=1.[Li+].[CH3:21][Si]([N-][Si](C)(C)C)(C)C.CCCCCC.CI. The catalyst is O1CCCC1. The product is [Cl:1][C:2]1[CH:3]=[CH:4][C:5]([CH:8]2[CH2:14][CH2:13][N:12]([CH3:21])[C:11](=[O:15])[C:10]3[S:16][C:17]([I:19])=[CH:18][C:9]2=3)=[CH:6][CH:7]=1. The yield is 0.530. (8) The reactants are [CH3:1][N:2]([CH3:10])[C:3]([C@@H:5]1[CH2:9][CH2:8][CH2:7][NH:6]1)=[O:4].Br[CH2:12][CH2:13][CH2:14][OH:15].C(=O)([O-])[O-].[K+].[K+]. The catalyst is C(#N)C. The product is [OH:15][CH2:14][CH2:13][CH2:12][N:6]1[CH2:7][CH2:8][CH2:9][C@H:5]1[C:3](=[O:4])[N:2]([CH3:10])[CH3:1]. The yield is 0.480. (9) The reactants are [NH:1]1[C:9]2[C:4](=[CH:5][C:6]([CH2:10][NH:11][CH3:12])=[CH:7][CH:8]=2)[CH:3]=[CH:2]1.Cl.[O:14]=[C:15]1[NH:24][C:23]2[N:22]=[CH:21][C:20](/[CH:25]=[CH:26]/[C:27]([OH:29])=O)=[CH:19][C:18]=2[CH2:17][CH2:16]1. No catalyst specified. The product is [NH:1]1[C:9]2[C:4](=[CH:5][C:6]([CH2:10][N:11]([CH3:12])[C:27](=[O:29])/[CH:26]=[CH:25]/[C:20]3[CH:21]=[N:22][C:23]4[NH:24][C:15](=[O:14])[CH2:16][CH2:17][C:18]=4[CH:19]=3)=[CH:7][CH:8]=2)[CH:3]=[CH:2]1. The yield is 0.390. (10) The reactants are Br[C:2]1[CH:3]=[C:4]([N:8]2[CH2:13][CH2:12][CH:11]([N:14]([CH3:18])[C:15](=[O:17])[CH3:16])[CH2:10][CH2:9]2)[CH:5]=[CH:6][CH:7]=1.[B:19]1([B:19]2[O:23][C:22]([CH3:25])([CH3:24])[C:21]([CH3:27])([CH3:26])[O:20]2)[O:23][C:22]([CH3:25])([CH3:24])[C:21]([CH3:27])([CH3:26])[O:20]1.C(Cl)Cl.C([O-])(=O)C. The catalyst is O1CCOCC1.CCOC(C)=O.C1C=CC(P(C2C=CC=CC=2)[C-]2C=CC=C2)=CC=1.C1C=CC(P(C2C=CC=CC=2)[C-]2C=CC=C2)=CC=1.Cl[Pd]Cl.[Fe+2]. The product is [CH3:18][N:14]([CH:11]1[CH2:12][CH2:13][N:8]([C:4]2[CH:5]=[CH:6][CH:7]=[C:2]([B:19]3[O:23][C:22]([CH3:25])([CH3:24])[C:21]([CH3:27])([CH3:26])[O:20]3)[CH:3]=2)[CH2:9][CH2:10]1)[C:15](=[O:17])[CH3:16]. The yield is 0.780.